From a dataset of Full USPTO retrosynthesis dataset with 1.9M reactions from patents (1976-2016). Predict the reactants needed to synthesize the given product. (1) Given the product [CH3:1][O:2][C:3]1[CH:8]=[CH:7][CH:6]=[CH:5][C:4]=1[S:9][C:13]1[CH:21]=[CH:20][C:19]([N+:22]([O-:24])=[O:23])=[CH:18][C:14]=1[C:15]([OH:17])=[O:16], predict the reactants needed to synthesize it. The reactants are: [CH3:1][O:2][C:3]1[CH:8]=[CH:7][CH:6]=[CH:5][C:4]=1[SH:9].[OH-].[K+].Br[C:13]1[CH:21]=[CH:20][C:19]([N+:22]([O-:24])=[O:23])=[CH:18][C:14]=1[C:15]([OH:17])=[O:16]. (2) The reactants are: CON(C)[C:4]([CH:6]1[CH2:10][S:9][C:8]([CH3:12])([CH3:11])[N:7]1[C:13]([O:15][C:16]([CH3:19])([CH3:18])[CH3:17])=[O:14])=[O:5].C(OCC)C.[H-].[Al+3].[Li+].[H-].[H-].[H-].S(=O)(=O)(O)[O-].[K+]. Given the product [CH:4]([CH:6]1[CH2:10][S:9][C:8]([CH3:12])([CH3:11])[N:7]1[C:13]([O:15][C:16]([CH3:19])([CH3:18])[CH3:17])=[O:14])=[O:5], predict the reactants needed to synthesize it. (3) Given the product [F:1][C:2]1[CH:29]=[CH:28][CH:27]=[C:26]([F:30])[C:3]=1[C:4]([N:6]([CH3:25])[C:7]([N:9]([C:11]1[CH:16]=[CH:15][C:14]([S:17]([C:18]([F:22])([F:23])[CH:19]([F:20])[F:21])=[O:39])=[CH:13][C:12]=1[F:24])[CH3:10])=[O:8])=[O:5], predict the reactants needed to synthesize it. The reactants are: [F:1][C:2]1[CH:29]=[CH:28][CH:27]=[C:26]([F:30])[C:3]=1[C:4]([N:6]([CH3:25])[C:7]([N:9]([C:11]1[CH:16]=[CH:15][C:14]([S:17][C:18]([F:23])([F:22])[CH:19]([F:21])[F:20])=[CH:13][C:12]=1[F:24])[CH3:10])=[O:8])=[O:5].ClC1C=CC=C(C(OO)=[O:39])C=1. (4) Given the product [Cl:25][C:26]1[CH:31]=[C:30]([C:32]([F:33])([F:34])[F:35])[CH:29]=[CH:28][C:27]=1[C:2]1[CH:3]=[C:4]2[C:9]3=[C:10]([C@H:12]4[CH2:17][N:16]([C:18]([O:20][C:21]([CH3:24])([CH3:23])[CH3:22])=[O:19])[CH2:15][CH2:14][C@H:13]4[N:8]3[CH2:7][CH2:6][CH2:5]2)[CH:11]=1, predict the reactants needed to synthesize it. The reactants are: Br[C:2]1[CH:3]=[C:4]2[C:9]3=[C:10]([C@H:12]4[CH2:17][N:16]([C:18]([O:20][C:21]([CH3:24])([CH3:23])[CH3:22])=[O:19])[CH2:15][CH2:14][C@H:13]4[N:8]3[CH2:7][CH2:6][CH2:5]2)[CH:11]=1.[Cl:25][C:26]1[CH:31]=[C:30]([C:32]([F:35])([F:34])[F:33])[CH:29]=[CH:28][C:27]=1B(O)O.